This data is from Reaction yield outcomes from USPTO patents with 853,638 reactions. The task is: Predict the reaction yield, written as a fraction of the theoretical maximum amount of product (1.0 means a 100% yield; for example, 0.34 means a 34% yield). The reactants are [NH2:1][C:2]1[CH:10]=[C:9]([CH3:11])[CH:8]=[C:7]([CH3:12])[C:3]=1[C:4]([NH2:6])=[O:5].C([Si](C)(C)[O:18][CH2:19][CH2:20][O:21][C:22]1[C:29]([CH3:30])=[CH:28][C:25]([CH:26]=O)=[CH:24][C:23]=1[CH3:31])(C)(C)C.S([O-])(O)=O.[Na+].C1(C)C=CC(S(O)(=O)=O)=CC=1.CCCC[N+](CCCC)(CCCC)CCCC.[F-]. The catalyst is CN(C)C(=O)C.O.C1COCC1.CO. The product is [OH:18][CH2:19][CH2:20][O:21][C:22]1[C:29]([CH3:30])=[CH:28][C:25]([C:26]2[NH:6][C:4](=[O:5])[C:3]3[C:2](=[CH:10][C:9]([CH3:11])=[CH:8][C:7]=3[CH3:12])[N:1]=2)=[CH:24][C:23]=1[CH3:31]. The yield is 0.240.